Dataset: Full USPTO retrosynthesis dataset with 1.9M reactions from patents (1976-2016). Task: Predict the reactants needed to synthesize the given product. (1) Given the product [CH3:16][O:17][C:18](=[O:34])[CH2:19][CH2:20][CH2:21][CH:22]=[CH:23][CH2:24][N:25]1[C:30](=[O:31])[CH2:29][CH2:28][CH2:27][C@@H:26]1[CH:32]=[O:33], predict the reactants needed to synthesize it. The reactants are: CCN=C=NCCCN(C)C.CS(C)=O.[CH3:16][O:17][C:18](=[O:34])[CH2:19][CH2:20][CH2:21][CH:22]=[CH:23][CH2:24][N:25]1[C:30](=[O:31])[CH2:29][CH2:28][CH2:27][C@@H:26]1[CH2:32][OH:33].FC(F)(F)C([O-])=O.[NH+]1C=CC=CC=1. (2) The reactants are: Br[C:2]1[C:7]([N+:8]([O-:10])=[O:9])=[CH:6][C:5]([Cl:11])=[CH:4][N:3]=1.[C:12]1([OH:18])[CH:17]=[CH:16][CH:15]=[CH:14][CH:13]=1.C([O-])([O-])=O.[K+].[K+]. Given the product [Cl:11][C:5]1[CH:6]=[C:7]([N+:8]([O-:10])=[O:9])[C:2]([O:18][C:12]2[CH:17]=[CH:16][CH:15]=[CH:14][CH:13]=2)=[N:3][CH:4]=1, predict the reactants needed to synthesize it. (3) The reactants are: [Cl:1][C:2]1[C:7]([N:8]2[CH2:13][CH2:12][CH:11]([C:14]3[C:19]([F:20])=[CH:18][CH:17]=[C:16]([F:21])[C:15]=3[O:22][CH:23]([F:25])[F:24])[CH2:10][CH2:9]2)=[CH:6][N:5]=[N:4][C:3]=1[NH:26][NH:27][C:28](=O)[CH2:29][C:30]([F:33])([F:32])[F:31].CC[N+](S(N=C(OC)[O-])(=O)=O)(CC)CC. Given the product [Cl:1][C:2]1[C:3]2[N:4]([C:28]([CH2:29][C:30]([F:32])([F:31])[F:33])=[N:27][N:26]=2)[N:5]=[CH:6][C:7]=1[N:8]1[CH2:9][CH2:10][CH:11]([C:14]2[C:19]([F:20])=[CH:18][CH:17]=[C:16]([F:21])[C:15]=2[O:22][CH:23]([F:25])[F:24])[CH2:12][CH2:13]1, predict the reactants needed to synthesize it. (4) Given the product [CH:40]1([CH2:43][O:44][C:45]2[CH:53]=[CH:52][C:48]3[O:49][CH2:50][O:51][C:47]=3[C:46]=2[C:54]2[C:55]3[NH:62][CH:61]=[C:60]([C:63]([NH:2][C@@H:3]([CH2:33][C:34]4[CH:35]=[CH:36][CH:37]=[CH:38][CH:39]=4)[C:4]([N:6]4[CH2:7][CH2:8][CH:9]([N:12]5[N:21]=[C:20]([C:22]6[CH:27]=[CH:26][C:25]([O:28][CH3:29])=[C:24]([O:30][CH3:31])[CH:23]=6)[C@H:19]6[C@H:14]([CH2:15][CH2:16][CH2:17][CH2:18]6)[C:13]5=[O:32])[CH2:10][CH2:11]4)=[O:5])=[O:64])[C:56]=3[N:57]=[CH:58][N:59]=2)[CH2:41][CH2:42]1, predict the reactants needed to synthesize it. The reactants are: Cl.[NH2:2][C@@H:3]([CH2:33][C:34]1[CH:39]=[CH:38][CH:37]=[CH:36][CH:35]=1)[C:4]([N:6]1[CH2:11][CH2:10][CH:9]([N:12]2[N:21]=[C:20]([C:22]3[CH:27]=[CH:26][C:25]([O:28][CH3:29])=[C:24]([O:30][CH3:31])[CH:23]=3)[C@H:19]3[C@H:14]([CH2:15][CH2:16][CH2:17][CH2:18]3)[C:13]2=[O:32])[CH2:8][CH2:7]1)=[O:5].[CH:40]1([CH2:43][O:44][C:45]2[CH:53]=[CH:52][C:48]3[O:49][CH2:50][O:51][C:47]=3[C:46]=2[C:54]2[C:55]3[NH:62][CH:61]=[C:60]([C:63](O)=[O:64])[C:56]=3[N:57]=[CH:58][N:59]=2)[CH2:42][CH2:41]1.CN(C(ON1N=NC2C=CC=NC1=2)=[N+](C)C)C.F[P-](F)(F)(F)(F)F.CCN(C(C)C)C(C)C.C(=O)(O)[O-].[Na+]. (5) Given the product [Cl:1][C:2]1[N:3]=[C:4]([N:15]2[CH2:20][CH2:19][O:18][CH2:17][CH2:16]2)[C:5]2[O:9][CH2:10][C:11]([CH3:14])([CH3:12])[O:13][C:6]=2[N:7]=1, predict the reactants needed to synthesize it. The reactants are: [Cl:1][C:2]1[N:7]=[C:6](Cl)[C:5]([O:9][CH2:10][C:11]([CH3:14])([OH:13])[CH3:12])=[C:4]([N:15]2[CH2:20][CH2:19][O:18][CH2:17][CH2:16]2)[N:3]=1.[H-].[Na+].